The task is: Predict which catalyst facilitates the given reaction.. This data is from Catalyst prediction with 721,799 reactions and 888 catalyst types from USPTO. (1) Reactant: [CH:1]1([C:4]2[CH:5]=[N:6][C:7]([NH:14][C:15]3[CH:16]=[C:17]4[C:21](=[CH:22][CH:23]=3)[NH:20][C:19]([C:24]3[CH:29]=[CH:28][CH:27]=[CH:26][CH:25]=3)=[CH:18]4)=[C:8]([CH:13]=2)[C:9]([O:11][CH3:12])=[O:10])[CH2:3][CH2:2]1.[CH3:30]C(C)([O-])C.[K+].IC.C(OCC)(=O)C. Product: [CH:1]1([C:4]2[CH:5]=[N:6][C:7]([NH:14][C:15]3[CH:16]=[C:17]4[C:21](=[CH:22][CH:23]=3)[N:20]([CH3:30])[C:19]([C:24]3[CH:29]=[CH:28][CH:27]=[CH:26][CH:25]=3)=[CH:18]4)=[C:8]([CH:13]=2)[C:9]([O:11][CH3:12])=[O:10])[CH2:3][CH2:2]1. The catalyst class is: 395. (2) Reactant: [Cl:1][C:2]1[CH:7]=[CH:6][CH:5]=[C:4]([CH3:8])[C:3]=1[OH:9].CI.[C:12]([O-])([O-])=O.[K+].[K+]. Product: [Cl:1][C:2]1[CH:7]=[CH:6][CH:5]=[C:4]([CH3:8])[C:3]=1[O:9][CH3:12]. The catalyst class is: 21. (3) Reactant: [F:1][C:2]([F:16])([F:15])[CH:3]([NH2:14])[CH2:4][C:5]1[C:13]2[C:8](=[CH:9][CH:10]=[CH:11][CH:12]=2)[NH:7][CH:6]=1.[CH3:17][O:18][C:19]1[CH:24]=[CH:23][C:22](C)=[CH:21][C:20]=1[S:26](Cl)(=[O:28])=[O:27].N1C=CC=C[CH:31]=1. Product: [CH3:17][O:18][C:19]1[CH:24]=[C:23]([CH3:31])[CH:22]=[CH:21][C:20]=1[S:26]([NH:14][CH:3]([CH2:4][C:5]1[C:13]2[C:8](=[CH:9][CH:10]=[CH:11][CH:12]=2)[NH:7][CH:6]=1)[C:2]([F:1])([F:15])[F:16])(=[O:27])=[O:28]. The catalyst class is: 342. (4) Reactant: [S:1]1[CH:5]=[CH:4][C:3]([CH2:6][C:7]([O:9][CH2:10][CH3:11])=[O:8])=[CH:2]1.[Li+].C[Si]([N-][Si](C)(C)C)(C)C.[C:22](Cl)(=[O:29])[C:23]1[CH:28]=[CH:27][CH:26]=[N:25][CH:24]=1. Product: [O:29]=[C:22]([C:23]1[CH:24]=[N:25][CH:26]=[CH:27][CH:28]=1)[CH:6]([C:3]1[CH:4]=[CH:5][S:1][CH:2]=1)[C:7]([O:9][CH2:10][CH3:11])=[O:8]. The catalyst class is: 1.